This data is from Reaction yield outcomes from USPTO patents with 853,638 reactions. The task is: Predict the reaction yield, written as a fraction of the theoretical maximum amount of product (1.0 means a 100% yield; for example, 0.34 means a 34% yield). The reactants are [CH3:1][O:2][C:3](=[O:22])[NH:4][C@H:5]([C:10]([NH:12][NH:13][CH2:14][C:15]1[CH:20]=[CH:19][CH:18]=[C:17](Br)[CH:16]=1)=[O:11])[C:6]([CH3:9])([CH3:8])C.CCO[CH2:26][CH3:27].C([O-])(O)=O.[Na+]. The catalyst is C1COCC1.CC(O[Ti](OC(C)C)(OC(C)C)OC(C)C)C. The product is [CH2:1]([O:2][C:3](=[O:22])[NH:4][C@H:5]([C:10]([NH:12][NH:13][CH2:14][C:15]1[CH:16]=[CH:17][CH:18]=[CH:19][CH:20]=1)=[O:11])[CH:6]([CH3:8])[CH3:9])[C:27]1[CH:26]=[CH:8][CH:6]=[CH:5][CH:10]=1. The yield is 0.460.